Dataset: Forward reaction prediction with 1.9M reactions from USPTO patents (1976-2016). Task: Predict the product of the given reaction. (1) Given the reactants [CH3:1][O:2][C:3]([C:5]12[CH2:12][CH2:11][C:8]([C:13]([OH:15])=O)([CH2:9][CH2:10]1)[CH2:7][CH2:6]2)=[O:4].CN(C)C=O.C(Cl)(=O)C([Cl:24])=O.CC1C(Br)=C(O)C(Br)=CC=1C1(C2C=C(Br)C(O)=C(Br)C=2C)OS(=O)(=O)C2C=CC=CC1=2, predict the reaction product. The product is: [CH3:1][O:2][C:3]([C:5]12[CH2:12][CH2:11][C:8]([C:13]([Cl:24])=[O:15])([CH2:9][CH2:10]1)[CH2:7][CH2:6]2)=[O:4]. (2) Given the reactants [CH3:1][O:2][C:3](=[O:32])[CH2:4][N:5]1[C:13]2[C:8](=[CH:9][C:10]([S:14][CH2:15][C:16]3[S:20][C:19]([C:21]4[CH:26]=[CH:25][C:24]([C:27]([F:30])([F:29])[F:28])=[CH:23][CH:22]=4)=[N:18][C:17]=3[CH3:31])=[CH:11][CH:12]=2)[CH2:7][CH2:6]1.ClC1C(=O)C(=O)C(Cl)=C(Cl)C=1Cl, predict the reaction product. The product is: [CH3:1][O:2][C:3](=[O:32])[CH2:4][N:5]1[C:13]2[C:8](=[CH:9][C:10]([S:14][CH2:15][C:16]3[S:20][C:19]([C:21]4[CH:26]=[CH:25][C:24]([C:27]([F:30])([F:29])[F:28])=[CH:23][CH:22]=4)=[N:18][C:17]=3[CH3:31])=[CH:11][CH:12]=2)[CH:7]=[CH:6]1. (3) Given the reactants [F:1][C:2]1[CH:3]=[C:4]([CH:16]=[CH:17][CH:18]=1)[CH2:5][N:6]1[C:14]2[C:9](=[CH:10][C:11]([NH2:15])=[CH:12][CH:13]=2)[CH:8]=[N:7]1.[Cl:19][C:20]1[C:29]2[C:24](=[CH:25][CH:26]=[C:27]([C:30]3[O:31][C:32]([CH3:35])=[N:33][N:34]=3)[CH:28]=2)[N:23]=[CH:22][N:21]=1, predict the reaction product. The product is: [ClH:19].[F:1][C:2]1[CH:3]=[C:4]([CH:16]=[CH:17][CH:18]=1)[CH2:5][N:6]1[C:14]2[C:9](=[CH:10][C:11]([NH:15][C:20]3[C:29]4[C:24](=[CH:25][CH:26]=[C:27]([C:30]5[O:31][C:32]([CH3:35])=[N:33][N:34]=5)[CH:28]=4)[N:23]=[CH:22][N:21]=3)=[CH:12][CH:13]=2)[CH:8]=[N:7]1. (4) Given the reactants N([O-])=O.[Na+].N[C@H:6]([CH2:10][C:11]([CH3:14])([CH3:13])[CH3:12])[C:7]([OH:9])=[O:8].S(=O)(=O)(O)[OH:16].[Cl-].[Na+], predict the reaction product. The product is: [OH:16][C@H:6]([CH2:10][C:11]([CH3:14])([CH3:13])[CH3:12])[C:7]([OH:9])=[O:8].